This data is from Retrosynthesis with 50K atom-mapped reactions and 10 reaction types from USPTO. The task is: Predict the reactants needed to synthesize the given product. The reactants are: COC(=O)C(=O)C(Cl)c1cccc(OC)c1.NC(N)=S. Given the product COC(=O)c1nc(N)sc1-c1cccc(OC)c1, predict the reactants needed to synthesize it.